Dataset: Forward reaction prediction with 1.9M reactions from USPTO patents (1976-2016). Task: Predict the product of the given reaction. Given the reactants I[C:2]1[CH:11]=[C:10]2[C:5]([N:6]=[C:7]([O:19][CH:20]([C:25]3[CH:26]=[N:27][CH:28]=[CH:29][CH:30]=3)[C:21]([F:24])([F:23])[F:22])[C:8]([NH:12][S:13]([CH2:16][CH2:17][CH3:18])(=[O:15])=[O:14])=[N:9]2)=[CH:4][CH:3]=1.C[Si]([C:35]#[CH:36])(C)C.C(N(CC)CC)C.[F-].C([N+](CCCC)(CCCC)CCCC)CCC, predict the reaction product. The product is: [C:35]([C:2]1[CH:11]=[C:10]2[C:5]([N:6]=[C:7]([O:19][CH:20]([C:25]3[CH:26]=[N:27][CH:28]=[CH:29][CH:30]=3)[C:21]([F:24])([F:22])[F:23])[C:8]([NH:12][S:13]([CH2:16][CH2:17][CH3:18])(=[O:14])=[O:15])=[N:9]2)=[CH:4][CH:3]=1)#[CH:36].